From a dataset of Forward reaction prediction with 1.9M reactions from USPTO patents (1976-2016). Predict the product of the given reaction. (1) Given the reactants [F:1][C:2]([F:13])([F:12])[C:3]([NH:5][CH2:6][C@H:7]1[CH2:11][CH2:10][NH:9][CH2:8]1)=[O:4], predict the reaction product. The product is: [F:13][C:2]([F:1])([F:12])[C:3]([NH:5][CH2:6][CH:7]1[CH2:11][CH2:10][NH:9][CH2:8]1)=[O:4]. (2) Given the reactants [CH2:1]([O:8][C:9]1[N:14]=[C:13]2[N:15]([C:19]3[CH:24]=[CH:23][CH:22]=[CH:21][C:20]=3[F:25])[C:16](=O)[NH:17][C:12]2=[CH:11][CH:10]=1)[C:2]1[CH:7]=[CH:6][CH:5]=[CH:4][CH:3]=1.P(Br)(Br)([Br:28])=O.C([O-])(O)=O.[Na+], predict the reaction product. The product is: [CH2:1]([O:8][C:9]1[N:14]=[C:13]2[N:15]([C:19]3[CH:24]=[CH:23][CH:22]=[CH:21][C:20]=3[F:25])[C:16]([Br:28])=[N:17][C:12]2=[CH:11][CH:10]=1)[C:2]1[CH:7]=[CH:6][CH:5]=[CH:4][CH:3]=1. (3) Given the reactants P([O-])([O-])([O-])=O.[Ca+2].P([O-])([O-])([O-])=O.[Ca+2].[Ca+2].[Ca].C1C=C2C(OC3([C:37]4[C:32](=[CH:33][C:34](O)=[C:35](CN(CC(O)=O)CC(O)=O)[CH:36]=4)[O:31][C:30]4[C:25]3=CC(CN(CC(O)=O)CC(O)=O)=C(O)C=4)C2=CC=1)=O.CC1C=C(C2([C:78]3[CH:83]=[C:82](CN(CC(O)=O)CC(O)=O)[C:81]([OH:94])=[C:80](C)[CH:79]=3)OS(=O)(=O)C3C2=CC=CC=3)C=C(CN(CC(O)=O)CC(O)=O)C=1O.CC1C2C=CC(O)=C(C[N:120]([CH2:125][C:126]([OH:128])=[O:127])[CH2:121][C:122]([OH:124])=[O:123])C=2OC(=O)C=1.C1C=C2C(C3C(C(=O)C2=CC=1)=C(O)C(O)=C(C[N:149]([CH2:154][C:155]([OH:157])=[O:156])[CH2:150][C:151]([OH:153])=[O:152])C=3)=O.C[C@@H]1[C@@H]2C(=C(O)[C@]3(O)C(=O)C(C(N)=O)=C(O)[C@@H](N(C)C)[C@@H]3[C@H]2O)C(=O)C2C(O)=CC=CC1=2.C[C@]1(O)[C@@H]2C(=C(O)[C@]3(O)C(=O)C(C(N)=O)=C(O)[C@@H](N(C)C)[C@@H]3[C@H]2O)C(=O)C2C(O)=CC=CC1=2.C[C@]1(O)[C@@H]2C(=C(O)[C@]3(O)C(=O)C(C(NCN4CCCC4)=O)=C(O)[C@@H](N(C)C)[C@@H]3C2)C(=O)C2C(O)=CC=CC1=2, predict the reaction product. The product is: [CH:78]1[CH:79]=[CH:80][C:81]([O:94][CH2:25][CH2:30][O:31][C:32]2[CH:33]=[CH:34][CH:35]=[CH:36][C:37]=2[N:120]([CH2:125][C:126]([OH:128])=[O:127])[CH2:121][C:122]([OH:124])=[O:123])=[C:82]([N:149]([CH2:154][C:155]([OH:157])=[O:156])[CH2:150][C:151]([OH:153])=[O:152])[CH:83]=1. (4) Given the reactants Br[C:2]1[S:6][C:5]([C:7]2[N:11]3[N:12]=[C:13]([CH3:21])[CH:14]=[C:15]([CH:16]([CH2:19][CH3:20])[CH2:17][CH3:18])[C:10]3=[N:9][C:8]=2[CH3:22])=[C:4]([CH3:23])[CH:3]=1.[CH3:24][N:25](C=O)C, predict the reaction product. The product is: [CH2:17]([CH:16]([C:15]1[C:10]2[N:11]([C:7]([C:5]3[S:6][C:2]([C:24]#[N:25])=[CH:3][C:4]=3[CH3:23])=[C:8]([CH3:22])[N:9]=2)[N:12]=[C:13]([CH3:21])[CH:14]=1)[CH2:19][CH3:20])[CH3:18]. (5) The product is: [NH2:1][C:2]1[CH:10]=[CH:9][CH:8]=[C:7]([O:11][CH3:12])[C:3]=1[C:4]([N:14]([CH3:15])[CH3:13])=[O:5]. Given the reactants [NH2:1][C:2]1[CH:10]=[CH:9][CH:8]=[C:7]([O:11][CH3:12])[C:3]=1[C:4](O)=[O:5].[CH3:13][NH:14][CH3:15], predict the reaction product.